Predict the product of the given reaction. From a dataset of Forward reaction prediction with 1.9M reactions from USPTO patents (1976-2016). (1) Given the reactants [OH:1][CH2:2][CH:3]([NH:5][C:6](=[O:15])[O:7][CH2:8][C:9]1[CH:14]=[CH:13][CH:12]=[CH:11][CH:10]=1)[CH3:4].C(N(CC)CC)C.[CH3:23][S:24](Cl)(=[O:26])=[O:25], predict the reaction product. The product is: [CH3:23][S:24]([O:1][CH2:2][CH:3]([NH:5][C:6]([O:7][CH2:8][C:9]1[CH:14]=[CH:13][CH:12]=[CH:11][CH:10]=1)=[O:15])[CH3:4])(=[O:26])=[O:25]. (2) The product is: [NH2:1][C:2]1[C:14]([CH3:15])=[CH:13][C:12]([Br:16])=[CH:11][C:3]=1[C:4]([O:6][CH2:7][CH2:8][O:9][CH3:10])=[O:5]. Given the reactants [NH2:1][C:2]1[C:14]([CH3:15])=[CH:13][CH:12]=[CH:11][C:3]=1[C:4]([O:6][CH2:7][CH2:8][O:9][CH3:10])=[O:5].[BrH:16].OO, predict the reaction product. (3) The product is: [CH2:7]([N:9]1[C:21](=[O:22])[CH:20]=[C:19]([C:15]2[CH:14]=[C:13]([CH:18]=[CH:17][CH:16]=2)[C:11]#[N:12])[NH:10]1)[CH3:8]. Given the reactants C(O)(=O)C(O)=O.[CH2:7]([NH:9][NH2:10])[CH3:8].[C:11]([C:13]1[CH:14]=[C:15]([C:19](=O)[CH2:20][C:21](OCC)=[O:22])[CH:16]=[CH:17][CH:18]=1)#[N:12].C(N(CC)CC)C, predict the reaction product. (4) The product is: [Br:27][C:28]1[CH:35]=[CH:34][C:31]([CH2:32][N:9]2[C:5]3[CH:4]=[C:3]([O:2][CH3:1])[CH:20]=[CH:19][C:6]=3[N:7]=[C:8]2[CH2:10][C:11]([CH3:17])([CH3:18])[C:12]([O:14][CH2:15][CH3:16])=[O:13])=[CH:30][CH:29]=1.[Br:27][C:28]1[CH:35]=[CH:34][C:31]([CH2:32][N:7]2[C:6]3[CH:19]=[CH:20][C:3]([O:2][CH3:1])=[CH:4][C:5]=3[N:9]=[C:8]2[CH2:10][C:11]([CH3:17])([CH3:18])[C:12]([O:14][CH2:15][CH3:16])=[O:13])=[CH:30][CH:29]=1. Given the reactants [CH3:1][O:2][C:3]1[CH:20]=[CH:19][C:6]2[NH:7][C:8]([CH2:10][C:11]([CH3:18])([CH3:17])[C:12]([O:14][CH2:15][CH3:16])=[O:13])=[N:9][C:5]=2[CH:4]=1.C(=O)([O-])[O-].[Cs+].[Cs+].[Br:27][C:28]1[CH:35]=[CH:34][C:31]([CH2:32]Br)=[CH:30][CH:29]=1, predict the reaction product. (5) Given the reactants [C:1](Cl)(=[O:8])[C:2]1[CH:7]=[CH:6][CH:5]=[CH:4][CH:3]=1.[C:10]([C:14]1[CH:29]=[CH:28][C:17]([C:18]([NH:20][C:21]2[C:22]([NH2:27])=[CH:23][CH:24]=[CH:25][CH:26]=2)=[O:19])=[CH:16][CH:15]=1)([CH3:13])([CH3:12])[CH3:11], predict the reaction product. The product is: [C:1]([NH:27][C:22]1[C:21]([NH:20][C:18](=[O:19])[C:17]2[CH:28]=[CH:29][C:14]([C:10]([CH3:12])([CH3:11])[CH3:13])=[CH:15][CH:16]=2)=[CH:26][CH:25]=[CH:24][CH:23]=1)(=[O:8])[C:2]1[CH:7]=[CH:6][CH:5]=[CH:4][CH:3]=1. (6) The product is: [Cl:19][C:16]([F:18])([F:17])[O:15][C:12]1[CH:13]=[CH:14][C:9]([NH:8][C:6](=[O:7])[C:5]2[CH:20]=[C:21]([C:22]3[NH:26][N:25]=[CH:24][CH:23]=3)[C:2]([NH:48][CH2:53][CH2:52][CH:61]([OH:55])[CH2:65][OH:64])=[N:3][CH:4]=2)=[CH:10][CH:11]=1. Given the reactants Cl[C:2]1[C:21]([C:22]2[N:26](C3CCCCO3)[N:25]=[CH:24][CH:23]=2)=[CH:20][C:5]([C:6]([NH:8][C:9]2[CH:14]=[CH:13][C:12]([O:15][C:16]([Cl:19])([F:18])[F:17])=[CH:11][CH:10]=2)=[O:7])=[CH:4][N:3]=1.C(N)CC=C.CCN(C(C)C)C(C)C.C[N+:48]1([O-])[CH2:53][CH2:52]OCC1.[OH:55]S([O-])(=O)=O.[K+].[CH2:61]1[CH2:65][O:64]CC1, predict the reaction product. (7) Given the reactants [Cl:1][C:2]1[CH:18]=[CH:17][CH:16]=[C:15]([Cl:19])[C:3]=1[C:4]([NH:6][C:7]1[C:8]([C:12]([OH:14])=O)=[N:9][NH:10][CH:11]=1)=[O:5].[CH:20]([O:23][CH:24]1[CH2:29][CH2:28][CH:27]([NH2:30])[CH2:26][CH2:25]1)([CH3:22])[CH3:21].C(Cl)CCl.C1C=CC2N(O)N=NC=2C=1, predict the reaction product. The product is: [CH:20]([O:23][C@H:24]1[CH2:29][CH2:28][C@H:27]([NH:30][C:12]([C:8]2[C:7]([NH:6][C:4](=[O:5])[C:3]3[C:15]([Cl:19])=[CH:16][CH:17]=[CH:18][C:2]=3[Cl:1])=[CH:11][NH:10][N:9]=2)=[O:14])[CH2:26][CH2:25]1)([CH3:22])[CH3:21].